Dataset: Reaction yield outcomes from USPTO patents with 853,638 reactions. Task: Predict the reaction yield, written as a fraction of the theoretical maximum amount of product (1.0 means a 100% yield; for example, 0.34 means a 34% yield). (1) The catalyst is C(Cl)(Cl)(Cl)Cl.C(OOC(=O)C1C=CC=CC=1)(=O)C1C=CC=CC=1. The reactants are [CH3:1][C:2]1[CH:3]=[C:4]([C:18]([O:20][CH3:21])=[O:19])[C:5]([C:8]2[CH:13]=[CH:12][CH:11]=[C:10]([C:14]([O:16][CH3:17])=[O:15])[CH:9]=2)=[CH:6][CH:7]=1.C1C(=O)N([Br:29])C(=O)C1. The yield is 0.600. The product is [Br:29][CH2:1][C:2]1[CH:3]=[C:4]([C:18]([O:20][CH3:21])=[O:19])[C:5]([C:8]2[CH:13]=[CH:12][CH:11]=[C:10]([C:14]([O:16][CH3:17])=[O:15])[CH:9]=2)=[CH:6][CH:7]=1. (2) The product is [CH:14]1([CH:13]=[N:12][N:5]2[C:6]3[C:11](=[CH:10][CH:9]=[CH:8][CH:7]=3)[C:2]([OH:1])=[C:3]([C:24]3[NH:29][C:28]4[S:30][CH:31]=[C:32]([CH2:33][O:34][CH2:35][O:36][CH3:37])[C:27]=4[S:26](=[O:38])(=[O:39])[N:25]=3)[C:4]2=[O:23])[CH2:15][CH2:19]1. The catalyst is CN(C)C(=O)C. The yield is 0.750. The reactants are [OH:1][C:2]1[C:11]2[C:6](=[CH:7][CH:8]=[CH:9][CH:10]=2)[N:5]([N:12]2C(=O)[C:19]3[C:14](=[CH:15]C=CC=3)[C:13]2=O)[C:4](=[O:23])[C:3]=1[C:24]1[NH:29][C:28]2[S:30][CH:31]=[C:32]([CH2:33][O:34][CH2:35][O:36][CH3:37])[C:27]=2[S:26](=[O:39])(=[O:38])[N:25]=1.C1(C=O)CC1. (3) The reactants are Br[C:2]1[CH:19]=[CH:18][C:17]2[C:16]3[C:11](=[CH:12][CH:13]=[CH:14][CH:15]=3)[C:10]3[C:5](=[CH:6][CH:7]=[CH:8][CH:9]=3)[C:4]=2[CH:3]=1.[CH:20]1[C:28]2[C:27]3[CH:29]=[CH:30][CH:31]=[CH:32][C:26]=3[S:25][C:24]=2[C:23](B(O)O)=[CH:22][CH:21]=1.C(=O)([O-])[O-].[K+].[K+].C1(C)C=CC=CC=1. The catalyst is C1C=CC([P]([Pd]([P](C2C=CC=CC=2)(C2C=CC=CC=2)C2C=CC=CC=2)([P](C2C=CC=CC=2)(C2C=CC=CC=2)C2C=CC=CC=2)[P](C2C=CC=CC=2)(C2C=CC=CC=2)C2C=CC=CC=2)(C2C=CC=CC=2)C2C=CC=CC=2)=CC=1.O. The product is [CH:3]1[C:4]2[C:5]3[C:10](=[CH:9][CH:8]=[CH:7][CH:6]=3)[C:11]3[C:16](=[CH:15][CH:14]=[CH:13][CH:12]=3)[C:17]=2[CH:18]=[CH:19][C:2]=1[C:32]1[C:26]2[S:25][C:24]3[CH:23]=[CH:22][CH:21]=[CH:20][C:28]=3[C:27]=2[CH:29]=[CH:30][CH:31]=1. The yield is 0.860. (4) The reactants are [C:1]([O:5][C:6]([NH:8][C@@H:9]([CH2:13][CH2:14][C:15]1[CH:20]=[CH:19][CH:18]=[CH:17][CH:16]=1)[C:10]([OH:12])=[O:11])=[O:7])([CH3:4])([CH3:3])[CH3:2].[CH3:21][Si](C=[N+]=[N-])(C)C. The catalyst is CO. The product is [CH3:21][O:11][C:10](=[O:12])[C@@H:9]([NH:8][C:6]([O:5][C:1]([CH3:4])([CH3:2])[CH3:3])=[O:7])[CH2:13][CH2:14][C:15]1[CH:16]=[CH:17][CH:18]=[CH:19][CH:20]=1. The yield is 0.980. (5) The reactants are [CH3:1][N:2]([CH3:9])[C:3](SC)=[CH:4][C:5]#[N:6].O.[NH2:11][NH2:12]. The catalyst is C(O)C. The product is [CH3:1][N:2]([CH3:9])[C:3]1[NH:12][N:11]=[C:5]([NH2:6])[CH:4]=1. The yield is 0.690.